This data is from Full USPTO retrosynthesis dataset with 1.9M reactions from patents (1976-2016). The task is: Predict the reactants needed to synthesize the given product. (1) Given the product [I:1][C:2]1[C:3]2[S:9][C:8]([CH3:10])=[CH:7][C:4]=2[N:5]([CH2:17][C:18]([O:20][C:21]([CH3:24])([CH3:23])[CH3:22])=[O:19])[N:6]=1, predict the reactants needed to synthesize it. The reactants are: [I:1][C:2]1[C:3]2[S:9][C:8]([CH3:10])=[CH:7][C:4]=2[NH:5][N:6]=1.IC1N([CH2:17][C:18]([O:20][C:21]([CH3:24])([CH3:23])[CH3:22])=[O:19])N=C2C=C(C)SC=12. (2) Given the product [CH2:1]([N:8]1[CH2:13][CH2:12][N:11]([CH2:14][C:15]2[CH:16]=[CH:17][CH:18]=[CH:19][CH:20]=2)[CH2:10][C@@H:9]1[CH2:21][N:22]([C:23]1[CH:28]=[CH:27][CH:26]=[CH:25][CH:24]=1)[S:37]([CH3:36])(=[O:39])=[O:38])[C:2]1[CH:3]=[CH:4][CH:5]=[CH:6][CH:7]=1, predict the reactants needed to synthesize it. The reactants are: [CH2:1]([N:8]1[CH2:13][CH2:12][N:11]([CH2:14][C:15]2[CH:20]=[CH:19][CH:18]=[CH:17][CH:16]=2)[CH2:10][C@@H:9]1[CH2:21][NH:22][C:23]1[CH:28]=[CH:27][CH:26]=[CH:25][CH:24]=1)[C:2]1[CH:7]=[CH:6][CH:5]=[CH:4][CH:3]=1.C(N(CC)CC)C.[CH3:36][S:37](Cl)(=[O:39])=[O:38]. (3) Given the product [IH:32].[Br:1][C:2]1[N:3]=[C:4]2[C:9]([NH:10][C@H:11]3[C@@H:15]([CH2:16][F:17])[CH2:14][NH:13][CH2:12]3)=[C:8]([C:28]([NH2:29])=[O:30])[CH:7]=[N:6][N:5]2[CH:31]=1, predict the reactants needed to synthesize it. The reactants are: [Br:1][C:2]1[N:3]=[C:4]2[C:9]([NH:10][C@H:11]3[C@@H:15]([CH2:16][F:17])[CH2:14][N:13](C(OCC4C=CC=CC=4)=O)[CH2:12]3)=[C:8]([C:28](=[O:30])[NH2:29])[CH:7]=[N:6][N:5]2[CH:31]=1.[I:32][Si](C)(C)C. (4) Given the product [F:23][C:24]([F:34])([F:35])[C:25]1[CH:30]=[CH:29][CH:28]=[CH:27][C:26]=1[NH:31][C:32]([N:17]1[CH2:18][CH2:19][N:14]([C:11]2[N:12]=[CH:13][C:8]3[C:6](=[O:7])[C:5]([C:20]([OH:22])=[O:21])=[CH:4][N:3]([CH2:2][CH3:1])[C:9]=3[N:10]=2)[CH2:15][CH2:16]1)=[S:33], predict the reactants needed to synthesize it. The reactants are: [CH3:1][CH2:2][N:3]1[C:9]2[N:10]=[C:11]([N:14]3[CH2:19][CH2:18][NH:17][CH2:16][CH2:15]3)[N:12]=[CH:13][C:8]=2[C:6](=[O:7])[C:5]([C:20]([OH:22])=[O:21])=[CH:4]1.[F:23][C:24]([F:35])([F:34])[C:25]1[CH:30]=[CH:29][CH:28]=[CH:27][C:26]=1[N:31]=[C:32]=[S:33]. (5) Given the product [F:14][C:11]1[CH:12]=[CH:13][C:8]([N:4]2[CH:5]=[CH:6][N:7]=[C:2]([NH:26][C:24](=[O:25])[CH2:23][O:16][C:17]3[CH:18]=[CH:19][CH:20]=[CH:21][CH:22]=3)[C:3]2=[O:15])=[CH:9][CH:10]=1, predict the reactants needed to synthesize it. The reactants are: Cl[C:2]1[C:3](=[O:15])[N:4]([C:8]2[CH:13]=[CH:12][C:11]([F:14])=[CH:10][CH:9]=2)[CH:5]=[CH:6][N:7]=1.[O:16]([CH2:23][C:24]([NH2:26])=[O:25])[C:17]1[CH:22]=[CH:21][CH:20]=[CH:19][CH:18]=1.C1(P(C2C=CC=CC=2)C2C3OC4C(=CC=CC=4P(C4C=CC=CC=4)C4C=CC=CC=4)C(C)(C)C=3C=CC=2)C=CC=CC=1.C([O-])([O-])=O.[Cs+].[Cs+]. (6) Given the product [Cl:12][C:7]1[N:6]=[C:5]([C:3]([OH:4])=[O:2])[CH:10]=[C:9]([CH3:11])[N:8]=1, predict the reactants needed to synthesize it. The reactants are: C[O:2][C:3]([C:5]1[CH:10]=[C:9]([CH3:11])[N:8]=[C:7]([Cl:12])[N:6]=1)=[O:4].[OH-].[Na+].Cl. (7) Given the product [Br:1][C:2]1[CH:3]=[CH:4][C:5]([O:24][CH3:25])=[C:6]([S:8]([N:11]([C@@H:12]2[CH2:16][CH2:15][N:14]([C:17]#[N:61])[CH2:13]2)[CH2:32][C:33]2[CH:38]=[CH:37][CH:36]=[CH:35][CH:34]=2)(=[O:9])=[O:10])[CH:7]=1, predict the reactants needed to synthesize it. The reactants are: [Br:1][C:2]1[CH:3]=[CH:4][C:5]([O:24][CH3:25])=[C:6]([S:8]([NH:11][C@@H:12]2[CH2:16][CH2:15][N:14]([C:17](OC(C)(C)C)=O)[CH2:13]2)(=[O:10])=[O:9])[CH:7]=1.C([O-])([O-])=O.[K+].[K+].[CH2:32](Br)[C:33]1[CH:38]=[CH:37][CH:36]=[CH:35][CH:34]=1.C1C=CC(P(C2C=CC=CC=2)C2C=CC=CC=2)=CC=1.CC[N:61](C(C)C)C(C)C.BrC#N.C(O)C(N)(CO)CO. (8) Given the product [CH3:1][N:2]([CH3:7])[CH2:3][C:4]([NH:10][CH2:8][CH3:9])=[O:5], predict the reactants needed to synthesize it. The reactants are: [CH3:1][N:2]([CH3:7])[CH2:3][C:4](O)=[O:5].[CH2:8]([NH2:10])[CH3:9]. (9) Given the product [CH3:23][C:18]1([CH3:22])[O:17][C:16]2[CH:24]=[CH:25][C:13]([NH:12][CH2:1][C:3]3[CH:11]=[CH:10][C:6]([C:7]([O:9][CH2:1][C:3]4[CH:11]=[CH:10][CH:6]=[CH:5][CH:4]=4)=[O:8])=[CH:5][CH:4]=3)=[CH:14][C:15]=2[C:20](=[O:21])[O:19]1, predict the reactants needed to synthesize it. The reactants are: [CH:1]([C:3]1[CH:11]=[CH:10][C:6]([C:7]([O-:9])=[O:8])=[CH:5][CH:4]=1)=O.[NH2:12][C:13]1[CH:25]=[CH:24][C:16]2[O:17][C:18]([CH3:23])([CH3:22])[O:19][C:20](=[O:21])[C:15]=2[CH:14]=1.O.